From a dataset of Full USPTO retrosynthesis dataset with 1.9M reactions from patents (1976-2016). Predict the reactants needed to synthesize the given product. (1) Given the product [ClH:39].[F:1][C@H:2]1[C@H:3]([CH3:38])[NH:4][C@H:5]([C:7]([NH:8][CH2:9][C:10]2[C:15]([C:16]([F:17])([F:18])[F:19])=[CH:14][N:13]=[C:12]([C:20]3[CH:25]=[N:24][C:23]([C:26]([F:29])([F:28])[F:27])=[N:22][CH:21]=3)[CH:11]=2)=[O:30])[CH2:6]1, predict the reactants needed to synthesize it. The reactants are: [F:1][C@@H:2]1[CH2:6][C@@H:5]([C:7](=[O:30])[NH:8][CH2:9][C:10]2[C:15]([C:16]([F:19])([F:18])[F:17])=[CH:14][N:13]=[C:12]([C:20]3[CH:21]=[N:22][C:23]([C:26]([F:29])([F:28])[F:27])=[N:24][CH:25]=3)[CH:11]=2)[N:4](C(OC(C)(C)C)=O)[C@H:3]1[CH3:38].[ClH:39]. (2) Given the product [CH3:1][C:2]1[CH:3]=[C:4]([CH:5]=[CH:6][C:7]=1[N:8]1[CH2:14][CH2:13][CH2:12][CH2:11][O:10][C:9]1=[O:15])[NH2:16], predict the reactants needed to synthesize it. The reactants are: [CH3:1][C:2]1[CH:3]=[C:4]([N+:16]([O-])=O)[CH:5]=[CH:6][C:7]=1[N:8]1[CH2:14][CH2:13][CH2:12][CH2:11][O:10][C:9]1=[O:15]. (3) Given the product [C:1]([C:5]1[N:10]=[CH:9][N:8]=[C:7]([NH:11][C:12](=[O:13])[NH:14][C:15]2[CH:20]=[CH:19][C:18]([O:21][C:22]3[CH:27]=[CH:26][N:25]=[C:24]([C:28]([NH2:29])=[O:32])[CH:23]=3)=[CH:17][C:16]=2[F:30])[CH:6]=1)([CH3:4])([CH3:2])[CH3:3], predict the reactants needed to synthesize it. The reactants are: [C:1]([C:5]1[N:10]=[CH:9][N:8]=[C:7]([NH:11][C:12]([NH:14][C:15]2[CH:20]=[CH:19][C:18]([O:21][C:22]3[CH:27]=[CH:26][N:25]=[C:24]([C:28]#[N:29])[CH:23]=3)=[CH:17][C:16]=2[F:30])=[O:13])[CH:6]=1)([CH3:4])([CH3:3])[CH3:2].C([O-])([O-])=[O:32].C([O-])([O-])=O.OO.OO.OO.[Na+].[Na+].[Na+].[Na+]. (4) The reactants are: Br[C:2]1[CH:3]=[C:4]([C:10]2([C:21]3[CH:26]=[CH:25][N:24]=[C:23]([C:27]([F:30])([F:29])[F:28])[CH:22]=3)[C:18]3[C:13](=[C:14]([F:19])[CH:15]=[CH:16][CH:17]=3)[C:12]([NH2:20])=[N:11]2)[CH:5]=[CH:6][C:7]=1[O:8][CH3:9].C([Sn](CCCC)(CCCC)[C:36]1[CH:41]=[N:40][CH:39]=[CH:38][N:37]=1)CCC. Given the product [F:19][C:14]1[CH:15]=[CH:16][CH:17]=[C:18]2[C:13]=1[C:12]([NH2:20])=[N:11][C:10]2([C:4]1[CH:5]=[CH:6][C:7]([O:8][CH3:9])=[C:2]([C:36]2[CH:41]=[N:40][CH:39]=[CH:38][N:37]=2)[CH:3]=1)[C:21]1[CH:26]=[CH:25][N:24]=[C:23]([C:27]([F:28])([F:29])[F:30])[CH:22]=1, predict the reactants needed to synthesize it. (5) Given the product [I:1][C:2]1[CH:7]=[CH:6][C:5]([O:8][CH3:9])=[CH:4][C:3]=1[S:10][C:11]1[NH:12][C:13]2[CH:18]=[CH:17][N:16]=[C:15]([NH2:19])[C:14]=2[N:20]=1, predict the reactants needed to synthesize it. The reactants are: [I:1][C:2]1[CH:7]=[CH:6][C:5]([O:8][CH3:9])=[CH:4][C:3]=1[S:10][C:11]1[N:12](CC2C=CC(OC)=CC=2)[C:13]2[CH:18]=[CH:17][N:16]=[C:15]([NH2:19])[C:14]=2[N:20]=1.C(O)(C(F)(F)F)=O.FC1C=CC(I)=C(SC2NC3C=CN=C(N)C=3N=2)C=1. (6) Given the product [Cl:1][C:2]1[N:7]=[CH:6][C:5]2[C:8]([NH:18][C:15](=[O:17])[CH3:16])=[CH:9][N:10]([CH:11]([CH3:13])[CH3:12])[C:4]=2[CH:3]=1, predict the reactants needed to synthesize it. The reactants are: [Cl:1][C:2]1[N:7]=[CH:6][C:5]2[C:8](I)=[CH:9][N:10]([CH:11]([CH3:13])[CH3:12])[C:4]=2[CH:3]=1.[C:15]([NH2:18])(=[O:17])[CH3:16].CN[C@@H]1CCCC[C@H]1NC.[O-]P(OP(OP([O-])([O-])=O)([O-])=O)(=O)[O-].[K+].[K+].[K+].[K+].[K+].